This data is from Reaction yield outcomes from USPTO patents with 853,638 reactions. The task is: Predict the reaction yield, written as a fraction of the theoretical maximum amount of product (1.0 means a 100% yield; for example, 0.34 means a 34% yield). (1) The reactants are Cl.[CH2:2]([O:4][C:5](=[O:34])[C:6]1[CH:11]=[C:10]([N:12]2[C:16]([CH3:17])=[CH:15][CH:14]=[C:13]2[C:18]2[CH:23]=[CH:22][CH:21]=[CH:20][C:19]=2[O:24]CC2C=CC(OC)=CC=2)[CH:9]=[N:8][CH:7]=1)[CH3:3]. No catalyst specified. The product is [CH2:2]([O:4][C:5](=[O:34])[C:6]1[CH:11]=[C:10]([N:12]2[C:16]([CH3:17])=[CH:15][CH:14]=[C:13]2[C:18]2[CH:23]=[CH:22][CH:21]=[CH:20][C:19]=2[OH:24])[CH:9]=[N:8][CH:7]=1)[CH3:3]. The yield is 0.670. (2) The reactants are B.C1COCC1.[CH2:7]([B:9]([CH2:12][CH3:13])[CH2:10][CH3:11])[CH3:8].C(BCC)C.[CH2:19]([NH2:22])C=C. No catalyst specified. The product is [CH2:7]([B:9]([CH2:12][CH3:13])[CH2:10][CH2:11][CH2:19][NH2:22])[CH3:8]. The yield is 0.850. (3) The reactants are Cl[C:2]1[N:7]=[C:6]([C:8]2[N:12]3[CH:13]=[CH:14][C:15]([C:17]([F:20])([F:19])[F:18])=[CH:16][C:11]3=[N:10][C:9]=2[C:21]2[CH:22]=[C:23]([CH:35]=[CH:36][CH:37]=2)[C:24]([NH:26][C:27]2[C:32]([F:33])=[CH:31][CH:30]=[CH:29][C:28]=2[F:34])=[O:25])[CH:5]=[CH:4][N:3]=1.[F:38][CH2:39][CH2:40][N:41]1[CH2:46][CH2:45][N:44]([CH:47]2[CH2:52][CH2:51][N:50]([C:53]3[CH:59]=[CH:58][C:56]([NH2:57])=[C:55]([O:60][CH3:61])[CH:54]=3)[CH2:49][CH2:48]2)[CH2:43][CH2:42]1.O.C1(C)C=CC(S(O)(=O)=O)=CC=1.C[O-].[Na+]. The catalyst is FC(F)(F)CO.CO.C(Cl)Cl.CCCCCC. The product is [F:34][C:28]1[CH:29]=[CH:30][CH:31]=[C:32]([F:33])[C:27]=1[NH:26][C:24](=[O:25])[C:23]1[CH:35]=[CH:36][CH:37]=[C:21]([C:9]2[N:10]=[C:11]3[CH:16]=[C:15]([C:17]([F:20])([F:19])[F:18])[CH:14]=[CH:13][N:12]3[C:8]=2[C:6]2[CH:5]=[CH:4][N:3]=[C:2]([NH:57][C:56]3[CH:58]=[CH:59][C:53]([N:50]4[CH2:49][CH2:48][CH:47]([N:44]5[CH2:43][CH2:42][N:41]([CH2:40][CH2:39][F:38])[CH2:46][CH2:45]5)[CH2:52][CH2:51]4)=[CH:54][C:55]=3[O:60][CH3:61])[N:7]=2)[CH:22]=1. The yield is 0.380. (4) The reactants are [N:1]12[CH2:8][CH2:7][C:4]([C:9]([C:17]3[CH:22]=[CH:21][CH:20]=[CH:19][CH:18]=3)([C:11]3[CH:16]=[CH:15][CH:14]=[CH:13][CH:12]=3)[OH:10])([CH2:5][CH2:6]1)[CH2:3][CH2:2]2.[Br:23][C:24]1[CH:29]=[CH:28][C:27]([CH2:30][O:31][CH2:32][CH2:33]Br)=[CH:26][CH:25]=1. The catalyst is CC#N.C(Cl)(Cl)Cl. The product is [Br-:23].[Br:23][C:24]1[CH:25]=[CH:26][C:27]([CH2:30][O:31][CH2:32][CH2:33][N+:1]23[CH2:6][CH2:5][C:4]([C:9]([OH:10])([C:17]4[CH:22]=[CH:21][CH:20]=[CH:19][CH:18]=4)[C:11]4[CH:12]=[CH:13][CH:14]=[CH:15][CH:16]=4)([CH2:3][CH2:2]2)[CH2:7][CH2:8]3)=[CH:28][CH:29]=1. The yield is 0.320. (5) The reactants are [C:1]([O:5][C:6](=[O:31])[NH:7][CH:8]([C:10]1[CH:15]=[C:14]([Cl:16])[C:13]([CH3:17])=[C:12]([CH:18]([OH:28])[CH2:19][N:20]([C:24](=[O:27])[CH2:25]Cl)[CH:21]([CH3:23])[CH3:22])[C:11]=1[O:29][CH3:30])[CH3:9])([CH3:4])([CH3:3])[CH3:2].[H-].[Na+]. The catalyst is C1COCC1. The product is [Cl:16][C:14]1[C:13]([CH3:17])=[C:12]([CH:18]2[O:28][CH2:25][C:24](=[O:27])[N:20]([CH:21]([CH3:22])[CH3:23])[CH2:19]2)[C:11]([O:29][CH3:30])=[C:10]([CH:8]([NH:7][C:6](=[O:31])[O:5][C:1]([CH3:2])([CH3:4])[CH3:3])[CH3:9])[CH:15]=1. The yield is 0.970. (6) The reactants are C([Li])(C)(C)C.CCCCC.Br[C:12]1[CH:22]=[CH:21][C:15]2[O:16][C:17]([F:20])([F:19])[O:18][C:14]=2[CH:13]=1.C([O:26][B:27](OC(C)C)[O:28]C(C)C)(C)C.[OH-].[Na+].Cl. The catalyst is C(OCC)C. The product is [F:19][C:17]1([F:20])[O:16][C:15]2[CH:21]=[CH:22][C:12]([B:27]([OH:28])[OH:26])=[CH:13][C:14]=2[O:18]1. The yield is 0.950.